This data is from Forward reaction prediction with 1.9M reactions from USPTO patents (1976-2016). The task is: Predict the product of the given reaction. (1) Given the reactants [OH-:1].[K+].[CH2:3]([CH:5]1[CH2:10][O:9][C:8]2[CH:11]=[CH:12][C:13]([C:15]#N)=[CH:14][C:7]=2[O:6]1)[CH3:4].C(O)C.Cl.[OH2:21], predict the reaction product. The product is: [CH2:3]([CH:5]1[CH2:10][O:9][C:8]2[CH:11]=[CH:12][C:13]([C:15]([OH:21])=[O:1])=[CH:14][C:7]=2[O:6]1)[CH3:4]. (2) The product is: [C:1]([C:5]1[O:9][C:8]([C:10]([NH:16][NH2:17])=[O:12])=[N:7][CH:6]=1)([CH3:4])([CH3:3])[CH3:2]. Given the reactants [C:1]([C:5]1[O:9][C:8]([C:10]([O:12]CC)=O)=[N:7][CH:6]=1)([CH3:4])([CH3:3])[CH3:2].O.[NH2:16][NH2:17], predict the reaction product.